From a dataset of Full USPTO retrosynthesis dataset with 1.9M reactions from patents (1976-2016). Predict the reactants needed to synthesize the given product. (1) Given the product [NH2:11][C:7]1[CH:8]=[C:9]2[C:4](=[CH:5][CH:6]=1)[N:3]([CH2:14][C:15]([O:17][CH2:18][CH3:19])=[O:16])[C:2]([CH3:1])=[CH:10]2, predict the reactants needed to synthesize it. The reactants are: [CH3:1][C:2]1[N:3]([CH2:14][C:15]([O:17][CH2:18][CH3:19])=[O:16])[C:4]2[C:9]([CH:10]=1)=[CH:8][C:7]([N+:11]([O-])=O)=[CH:6][CH:5]=2. (2) Given the product [C:11]1([C:17]2[CH2:22][CH2:21][N:20]([CH:23]([CH3:29])[CH2:24][CH2:25][C:26]([NH:1][C:2]3[CH:10]=[CH:9][CH:8]=[CH:7][C:3]=3[C:4]([NH2:6])=[O:5])=[O:27])[CH2:19][CH:18]=2)[CH:12]=[CH:13][CH:14]=[CH:15][CH:16]=1, predict the reactants needed to synthesize it. The reactants are: [NH2:1][C:2]1[CH:10]=[CH:9][CH:8]=[CH:7][C:3]=1[C:4]([NH2:6])=[O:5].[C:11]1([C:17]2[CH2:18][CH2:19][N:20]([CH:23]([CH3:29])[CH2:24][CH2:25][C:26](O)=[O:27])[CH2:21][CH:22]=2)[CH:16]=[CH:15][CH:14]=[CH:13][CH:12]=1.F[P-](F)(F)(F)(F)F.N1(OC(N(C)C)=[N+](C)C)C2N=CC=CC=2N=N1.C(N(C(C)C)CC)(C)C. (3) Given the product [Cl:1][C:2]1[CH:10]=[CH:9][C:8]([C:11]2[C:12]([C@@H:23]([NH:33][C:34](=[O:50])[O:79][C:76]([CH3:78])([CH3:77])[CH3:75])[CH2:24][C:25]3[CH:26]=[C:27]([F:32])[CH:28]=[C:29]([F:31])[CH:30]=3)=[N:13][C:14]([C:17]#[C:18][C:19]([OH:22])([CH3:20])[CH3:21])=[CH:15][CH:16]=2)=[C:7]2[C:3]=1[C:4]([NH:52][S:53](=[O:55])(=[O:56])[NH2:54])=[N:5][N:6]2[CH3:51], predict the reactants needed to synthesize it. The reactants are: [Cl:1][C:2]1[CH:10]=[CH:9][C:8]([C:11]2[C:12]([C@@H:23]([NH:33][C:34](=[O:50])CN3C4C(F)(F)[C@@H]5C[C@@H]5C=4C(C(F)F)=N3)[CH2:24][C:25]3[CH:30]=[C:29]([F:31])[CH:28]=[C:27]([F:32])[CH:26]=3)=[N:13][C:14]([C:17]#[C:18][C:19]([OH:22])([CH3:21])[CH3:20])=[CH:15][CH:16]=2)=[C:7]2[C:3]=1[C:4]([NH:52][S:53](=[O:56])(=[O:55])[NH2:54])=[N:5][N:6]2[CH3:51].NC1C2C(=C(C3C([C@@H](NC(=O)[O:79][C:76]([CH3:78])([CH3:77])[CH3:75])CC4C=C(F)C=C(F)C=4)=NC(C#[C:75][C:76]([OH:79])([CH3:78])[CH3:77])=CC=3)C=CC=2Cl)N(C)N=1. (4) Given the product [Br:4][C:5]1[C:6](=[O:7])[NH:2][NH:3][C:9](=[O:11])[CH:10]=1, predict the reactants needed to synthesize it. The reactants are: O.[NH2:2][NH2:3].[Br:4][C:5]1[C:6](O[C:9](=[O:11])[CH:10]=1)=[O:7].NN. (5) Given the product [NH2:10][C:7]1[CH:8]=[CH:9][C:2]([CH3:1])=[C:3]([CH:6]=1)[C:4]#[N:5], predict the reactants needed to synthesize it. The reactants are: [CH3:1][C:2]1[CH:9]=[CH:8][C:7]([N+:10]([O-])=O)=[CH:6][C:3]=1[C:4]#[N:5].C(O)C.O.[NH4+].[Cl-]. (6) Given the product [CH2:23]([O:10][C:7]1[CH:8]=[CH:9][C:4]([N+:1]([O-:3])=[O:2])=[CH:5][CH:6]=1)[CH2:22][CH2:21][CH2:20][CH:19]=[CH2:18], predict the reactants needed to synthesize it. The reactants are: [N+:1]([C:4]1[CH:9]=[CH:8][C:7]([OH:10])=[CH:6][CH:5]=1)([O-:3])=[O:2].C(=O)([O-])[O-].[K+].[K+].Br[CH2:18][CH2:19][CH2:20][CH2:21][CH:22]=[CH2:23].